Dataset: Peptide-MHC class II binding affinity with 134,281 pairs from IEDB. Task: Regression. Given a peptide amino acid sequence and an MHC pseudo amino acid sequence, predict their binding affinity value. This is MHC class II binding data. The peptide sequence is DSYKFIPTLVAAVKQ. The MHC is DRB4_0101 with pseudo-sequence DRB4_0103. The binding affinity (normalized) is 0.327.